Dataset: Catalyst prediction with 721,799 reactions and 888 catalyst types from USPTO. Task: Predict which catalyst facilitates the given reaction. (1) Reactant: N.[Na].C1([P:9]([C:16]2[CH:21]=[CH:20][CH:19]=[CH:18][CH:17]=2)[C:10]2[CH:15]=[CH:14][CH:13]=[CH:12][CH:11]=2)C=CC=CC=1.Cl[C:23]1[NH:24][C:25](=[O:33])[C:26]2[C:31]([CH:32]=1)=[CH:30][CH:29]=[CH:28][CH:27]=2. Product: [C:16]1([P:9]([C:10]2[CH:11]=[CH:12][CH:13]=[CH:14][CH:15]=2)[C:23]2[NH:24][C:25](=[O:33])[C:26]3[C:31]([CH:32]=2)=[CH:30][CH:29]=[CH:28][CH:27]=3)[CH:17]=[CH:18][CH:19]=[CH:20][CH:21]=1. The catalyst class is: 7. (2) Reactant: [C:1]([O-:7])(=O)[CH2:2][C:3]([CH3:5])=[O:4].[Li+].C(N(CC)CC)C.[CH2:16]([NH:19][CH2:20][CH:21]1[CH2:23][CH2:22]1)[CH2:17][CH3:18].O=C1N(P(Cl)(N2CCOC2=O)=O)CCO1.Cl. Product: [CH:21]1([CH2:20][N:19]([CH2:16][CH2:17][CH3:18])[C:1](=[O:7])[CH2:2][C:3](=[O:4])[CH3:5])[CH2:23][CH2:22]1. The catalyst class is: 68. (3) The catalyst class is: 2. Reactant: [O:1]1[CH2:6][CH2:5][N:4]([C:7]2[CH:13]=[CH:12][C:10]([NH2:11])=[CH:9][CH:8]=2)[CH2:3][CH2:2]1.C(N(CC)CC)C.Cl[C:22]([O:24][C:25]1[CH:30]=[CH:29][C:28]([N+:31]([O-:33])=[O:32])=[CH:27][CH:26]=1)=[O:23]. Product: [O:1]1[CH2:2][CH2:3][N:4]([C:7]2[CH:13]=[CH:12][C:10]([NH:11][C:22]([O:24][C:25]3[CH:26]=[CH:27][C:28]([N+:31]([O-:33])=[O:32])=[CH:29][CH:30]=3)=[O:23])=[CH:9][CH:8]=2)[CH2:5][CH2:6]1. (4) Reactant: [H-].[Na+].[C:3]([O:12][CH2:13][CH:14]=[CH2:15])(=[O:11])[CH2:4][C:5]([O:7][CH2:8][CH:9]=[CH2:10])=[O:6].Br[CH2:17][CH2:18][CH2:19][CH2:20][C:21]([O:23][CH2:24][CH3:25])=[O:22]. Product: [CH2:13]([O:12][C:3]([CH:4]([CH2:17][CH2:18][CH2:19][CH2:20][C:21]([O:23][CH2:24][CH3:25])=[O:22])[C:5]([O:7][CH2:8][CH:9]=[CH2:10])=[O:6])=[O:11])[CH:14]=[CH2:15]. The catalyst class is: 12. (5) Reactant: [Cl:1][CH2:2][C:3](Cl)=[O:4].[CH2:6]([NH2:12])[CH:7]1[O:11][CH2:10][CH2:9][CH2:8]1.CN(C)C. Product: [Cl:1][CH2:2][C:3]([NH:12][CH2:6][CH:7]1[CH2:8][CH2:9][CH2:10][O:11]1)=[O:4]. The catalyst class is: 4. (6) Product: [C:9]([O:8][C:7]([NH:6][C@@H:3]1[CH2:4][CH2:5][N:1]([C:15]([O:17][CH2:18][C:19]2[CH:24]=[CH:23][CH:22]=[CH:21][CH:20]=2)=[O:16])[CH2:2]1)=[O:13])([CH3:10])([CH3:12])[CH3:11]. The catalyst class is: 34. Reactant: [NH:1]1[CH2:5][CH2:4][C@H:3]([NH:6][C:7](=[O:13])[O:8][C:9]([CH3:12])([CH3:11])[CH3:10])[CH2:2]1.Cl[C:15]([O:17][CH2:18][C:19]1[CH:24]=[CH:23][CH:22]=[CH:21][CH:20]=1)=[O:16].